Dataset: Catalyst prediction with 721,799 reactions and 888 catalyst types from USPTO. Task: Predict which catalyst facilitates the given reaction. (1) Reactant: [CH:1]1([NH:7][CH:8]2[CH2:13][CH2:12][CH2:11][CH2:10][CH2:9]2)[CH2:6][CH2:5][CH2:4][CH2:3][CH2:2]1.C([N:16]([CH2:19][CH3:20])[CH2:17][CH3:18])C.ClC(Cl)(O[C:25](=[O:31])OC(Cl)(Cl)Cl)Cl. Product: [CH:8]1([N:7]([CH:1]2[CH2:2][CH2:3][CH2:4][CH2:5][CH2:6]2)[C:25](=[O:31])[N:16]([CH:17]2[CH2:18][CH2:10][CH2:9][CH2:8][CH2:13]2)[CH:19]2[CH2:20][CH2:3][CH2:2][CH2:1][CH2:6]2)[CH2:9][CH2:10][CH2:11][CH2:12][CH2:13]1. The catalyst class is: 1. (2) Reactant: [F:1][C:2]1[CH:3]=[C:4]([CH:7]=[CH:8][CH:9]=1)[CH2:5][Br:6].[C:10]1([P:16]([C:23]2[CH:28]=[CH:27][CH:26]=[CH:25][CH:24]=2)[C:17]2[CH:22]=[CH:21][CH:20]=[CH:19][CH:18]=2)[CH:15]=[CH:14][CH:13]=[CH:12][CH:11]=1. Product: [Br-:6].[F:1][C:2]1[CH:3]=[C:4]([CH:7]=[CH:8][CH:9]=1)[CH2:5][P+:16]([C:17]1[CH:18]=[CH:19][CH:20]=[CH:21][CH:22]=1)([C:23]1[CH:28]=[CH:27][CH:26]=[CH:25][CH:24]=1)[C:10]1[CH:11]=[CH:12][CH:13]=[CH:14][CH:15]=1. The catalyst class is: 11. (3) Reactant: [C:1]1([C:7]2[N:15]3[C:10]([CH:11]=[CH:12][CH:13]=[CH:14]3)=[CH:9][C:8]=2[CH2:16]O)[CH:6]=[CH:5][CH:4]=[CH:3][CH:2]=1.C1C=CC(P([N:32]=[N+:33]=[N-:34])(C2C=CC=CC=2)=O)=CC=1.C1CCN2C(=NCCC2)CC1. Product: [N:32]([CH2:16][C:8]1[CH:9]=[C:10]2[N:15]([C:7]=1[C:1]1[CH:6]=[CH:5][CH:4]=[CH:3][CH:2]=1)[CH:14]=[CH:13][CH:12]=[CH:11]2)=[N+:33]=[N-:34]. The catalyst class is: 49. (4) Reactant: Br[C:2]1[C:11]2[C:6](=[CH:7][CH:8]=[CH:9][CH:10]=2)[C:5](=[O:12])[O:4][C:3]=1[CH:13]([OH:15])[CH3:14].CN1CC(=O)OB([C:26]2[S:30][CH:29]=[N:28][CH:27]=2)OC(=O)C1.C([O-])([O-])=O.[Cs+].[Cs+]. Product: [OH:15][CH:13]([C:3]1[O:4][C:5](=[O:12])[C:6]2[C:11]([C:2]=1[C:26]1[S:30][CH:29]=[N:28][CH:27]=1)=[CH:10][CH:9]=[CH:8][CH:7]=2)[CH3:14]. The catalyst class is: 128. (5) Reactant: C[Si]([N-][Si](C)(C)C)(C)C.[Li+].[F:11][C:12]1[CH:17]=[CH:16][C:15]([CH2:18][C:19]([O:21][CH3:22])=[O:20])=[CH:14][CH:13]=1.Br[CH2:24][C:25]#[N:26].Cl. Product: [C:25]([CH2:24][CH:18]([C:15]1[CH:14]=[CH:13][C:12]([F:11])=[CH:17][CH:16]=1)[C:19]([O:21][CH3:22])=[O:20])#[N:26]. The catalyst class is: 54. (6) The catalyst class is: 4. Product: [C:7]([NH:11][C:12]([C:14]1[S:47][C:17]2[N:18]=[C:19]([C:41]3[CH:42]=[CH:43][CH:44]=[CH:45][CH:46]=3)[N:20]=[C:21]([C:22]3[CH:27]=[CH:26][CH:25]=[C:24]([NH:28][C:29]([N:1]4[CH2:6][CH2:5][S:4][CH2:3][CH2:2]4)=[O:30])[CH:23]=3)[C:16]=2[C:15]=1[NH2:48])=[O:13])([CH3:10])([CH3:8])[CH3:9]. Reactant: [NH:1]1[CH2:6][CH2:5][S:4][CH2:3][CH2:2]1.[C:7]([NH:11][C:12]([C:14]1[S:47][C:17]2[N:18]=[C:19]([C:41]3[CH:46]=[CH:45][CH:44]=[CH:43][CH:42]=3)[N:20]=[C:21]([C:22]3[CH:27]=[CH:26][CH:25]=[C:24]([NH:28][C:29](OC4C=CC([N+]([O-])=O)=CC=4)=[O:30])[CH:23]=3)[C:16]=2[C:15]=1[NH2:48])=[O:13])([CH3:10])([CH3:9])[CH3:8].